Dataset: Reaction yield outcomes from USPTO patents with 853,638 reactions. Task: Predict the reaction yield, written as a fraction of the theoretical maximum amount of product (1.0 means a 100% yield; for example, 0.34 means a 34% yield). (1) The reactants are [H-].[Na+].[CH2:3]([NH:6][C:7](=[O:16])[O:8][CH2:9][C:10]1[CH:15]=[CH:14][CH:13]=[CH:12][CH:11]=1)[CH:4]=[CH2:5].O1C[CH2:20][CH2:19][CH2:18]1. The catalyst is C(Br)C#C. The product is [CH2:3]([N:6]([CH2:20][C:19]#[CH:18])[C:7](=[O:16])[O:8][CH2:9][C:10]1[CH:11]=[CH:12][CH:13]=[CH:14][CH:15]=1)[CH:4]=[CH2:5]. The yield is 0.790. (2) The reactants are [F:1][C:2]1[CH:7]=[CH:6][C:5]([CH:8]2[CH2:13][CH2:12][N:11]([C:14]([C:16]3[CH:17]=[N:18][C:19]([Cl:24])=[C:20]([Cl:23])[C:21]=3Cl)=[O:15])[CH2:10][CH2:9]2)=[CH:4][CH:3]=1.[F:25][CH:26]([F:35])[O:27][C:28]1[CH:34]=[CH:33][C:31]([NH2:32])=[CH:30][CH:29]=1. No catalyst specified. The product is [Cl:23][C:20]1[C:21]([NH:32][C:31]2[CH:33]=[CH:34][C:28]([O:27][CH:26]([F:25])[F:35])=[CH:29][CH:30]=2)=[C:16]([C:14]([N:11]2[CH2:12][CH2:13][CH:8]([C:5]3[CH:6]=[CH:7][C:2]([F:1])=[CH:3][CH:4]=3)[CH2:9][CH2:10]2)=[O:15])[CH:17]=[N:18][C:19]=1[Cl:24]. The yield is 0.790. (3) The reactants are [C:1]([O:5][C:6]([N:8]1[CH2:13][CH2:12][CH:11]([OH:14])[CH2:10][CH2:9]1)=[O:7])([CH3:4])([CH3:3])[CH3:2].C[N+]1([O-])CCOCC1. The catalyst is C(Cl)Cl.CCC[N+](CCC)(CCC)CCC.[O-][Ru](=O)(=O)=O. The product is [C:1]([O:5][C:6]([N:8]1[CH2:9][CH2:10][C:11](=[O:14])[CH2:12][CH2:13]1)=[O:7])([CH3:4])([CH3:2])[CH3:3]. The yield is 0.890. (4) The reactants are Br[C:2]1[C:3]2[C:8]([C:9](Br)=[C:10]3[C:15]=1[CH:14]=[CH:13][CH:12]=[CH:11]3)=[CH:7][CH:6]=[CH:5][CH:4]=2.P([O-])([O-])([O-])=O.[K+].[K+].[K+].CN([CH:28]=[O:29])C.Cl.[OH2:31]. The catalyst is C1C=CC([P]([Pd]([P](C2C=CC=CC=2)(C2C=CC=CC=2)C2C=CC=CC=2)([P](C2C=CC=CC=2)(C2C=CC=CC=2)C2C=CC=CC=2)[P](C2C=CC=CC=2)(C2C=CC=CC=2)C2C=CC=CC=2)(C2C=CC=CC=2)C2C=CC=CC=2)=CC=1.C(Cl)(Cl)Cl. The product is [OH:31][C:3]1[CH:8]=[CH:7][C:6]([C:2]2[C:3]3[C:8]([C:9]([C:10]4[CH:15]=[CH:2][C:28]([OH:29])=[CH:12][CH:11]=4)=[C:10]4[C:15]=2[CH:14]=[CH:13][CH:12]=[CH:11]4)=[CH:7][CH:6]=[CH:5][CH:4]=3)=[CH:5][CH:4]=1. The yield is 0.695. (5) The reactants are [CH3:1][C:2]1[CH:12]=[C:11]([CH:13]=[CH2:14])[CH:10]=[CH:9][C:3]=1[C:4]([O:6][CH2:7][CH3:8])=[O:5].Br[CH:16]([C:21]1[CH:26]=[C:25]([Cl:27])[CH:24]=[C:23]([Cl:28])[CH:22]=1)[C:17]([F:20])([F:19])[F:18].N1C=CC=CC=1C1C=CC=CN=1. The catalyst is ClC1C=CC=CC=1Cl.Cl[Cu]. The product is [Cl:27][C:25]1[CH:26]=[C:21]([CH:16]([C:17]([F:20])([F:18])[F:19])/[CH:14]=[CH:13]/[C:11]2[CH:10]=[CH:9][C:3]([C:4]([O:6][CH2:7][CH3:8])=[O:5])=[C:2]([CH3:1])[CH:12]=2)[CH:22]=[C:23]([Cl:28])[CH:24]=1. The yield is 0.400.